Dataset: Forward reaction prediction with 1.9M reactions from USPTO patents (1976-2016). Task: Predict the product of the given reaction. (1) Given the reactants [CH2:1]([O:3][C:4]1[C:8]([CH2:9][CH2:10][C:11]([O:13]CC)=[O:12])=[CH:7][NH:6][N:5]=1)[CH3:2].[H-].[Na+:17].CS(O[CH2:23][CH2:24][CH2:25][CH2:26][C:27]1[C:28]([CH2:42][CH2:43][CH3:44])=[N:29][N:30]([C:32]2[CH:37]=[CH:36][C:35]([C:38]([F:41])([F:40])[F:39])=[CH:34][N:33]=2)[CH:31]=1)(=O)=O.Cl, predict the reaction product. The product is: [CH2:1]([O:3][C:4]1[C:8]([CH2:9][CH2:10][C:11]([O-:13])=[O:12])=[CH:7][N:6]([CH2:23][CH2:24][CH2:25][CH2:26][C:27]2[C:28]([CH2:42][CH2:43][CH3:44])=[N:29][N:30]([C:32]3[CH:37]=[CH:36][C:35]([C:38]([F:39])([F:40])[F:41])=[CH:34][N:33]=3)[CH:31]=2)[N:5]=1)[CH3:2].[Na+:17]. (2) Given the reactants Br[CH:2]([CH2:5][CH3:6])[CH2:3][CH3:4].[Mg].[CH:8]([C:10]1[CH:15]=[CH:14][C:13]([NH:16][C:17](=[O:19])[CH3:18])=[CH:12][CH:11]=1)=[O:9].[NH4+].[Cl-], predict the reaction product. The product is: [CH2:3]([CH:2]([CH2:5][CH3:6])[CH:8]([C:10]1[CH:11]=[CH:12][C:13]([NH:16][C:17](=[O:19])[CH3:18])=[CH:14][CH:15]=1)[OH:9])[CH3:4]. (3) The product is: [CH2:1]([N:3]1[C:7]2=[N:8][C:9]([O:12][CH2:13][C:14]3[CH:19]=[CH:18][CH:17]=[CH:16][N:15]=3)=[CH:10][CH:11]=[C:6]2[C:5]([N:20]2[CH2:25][CH2:24][N:23]([C:35]([O:37][CH3:38])=[O:36])[CH2:22][C:21]2=[O:26])=[CH:4]1)[CH3:2]. Given the reactants [CH2:1]([N:3]1[C:7]2=[N:8][C:9]([O:12][CH2:13][C:14]3[CH:19]=[CH:18][CH:17]=[CH:16][N:15]=3)=[CH:10][CH:11]=[C:6]2[C:5]([N:20]2[CH2:25][CH2:24][NH:23][CH2:22][C:21]2=[O:26])=[CH:4]1)[CH3:2].C(N(CC)CC)C.Cl[C:35]([O:37][CH3:38])=[O:36], predict the reaction product. (4) Given the reactants [NH:1]1[C:9]2[C:4](=[CH:5][C:6]([NH:10][C:11]34[CH2:18][CH2:17][CH:14]([CH2:15][CH2:16]3)[NH:13][CH2:12]4)=[CH:7][CH:8]=2)[CH:3]=[N:2]1.[CH3:19][O:20][C:21]1[CH:22]=[C:23]([CH:26]=[CH:27][CH:28]=1)[CH:24]=O, predict the reaction product. The product is: [NH:1]1[C:9]2[C:4](=[CH:5][C:6]([NH:10][C:11]34[CH2:16][CH2:15][CH:14]([CH2:17][CH2:18]3)[N:13]([CH2:24][C:23]3[CH:26]=[CH:27][CH:28]=[C:21]([O:20][CH3:19])[CH:22]=3)[CH2:12]4)=[CH:7][CH:8]=2)[CH:3]=[N:2]1. (5) Given the reactants [I:1][C:2]1[CH:3]=[C:4]2[C:8](=[CH:9][CH:10]=1)[NH:7][C:6](=[O:11])[C:5]2=O.[C:13]1([C:23]2[CH:28]=[CH:27][CH:26]=[CH:25][CH:24]=2)[CH:18]=[CH:17][C:16]([C:19]([NH:21][NH2:22])=[O:20])=[CH:15][CH:14]=1, predict the reaction product. The product is: [I:1][C:2]1[CH:3]=[C:4]2[C:8](=[CH:9][CH:10]=1)[NH:7][C:6](=[O:11])[C:5]2=[N:22][NH:21][C:19]([C:16]1[CH:17]=[CH:18][C:13]([C:23]2[CH:24]=[CH:25][CH:26]=[CH:27][CH:28]=2)=[CH:14][CH:15]=1)=[O:20]. (6) The product is: [CH2:1]([N:8]1[C:12]2[CH:13]=[C:14]3[C:18](=[CH:19][C:11]=2[NH:10][C:9]1=[O:39])[NH:17][N:16]=[CH:15]3)[C:2]1[CH:3]=[CH:4][CH:5]=[CH:6][CH:7]=1. Given the reactants [CH2:1]([N:8]1[C:12]2[CH:13]=[C:14]3[C:18](=[CH:19][C:11]=2[NH:10][C:9]1=[O:39])[N:17](C(C1C=CC=CC=1)(C1C=CC=CC=1)C1C=CC=CC=1)[N:16]=[CH:15]3)[C:2]1[CH:7]=[CH:6][CH:5]=[CH:4][CH:3]=1, predict the reaction product. (7) Given the reactants [CH3:1][O:2][C:3]1[CH:34]=[CH:33][C:6]([C:7]([NH:9][C:10]2[CH:15]=[CH:14][CH:13]=[CH:12][C:11]=2[N:16]2[CH:24](OCC)[C:23]3[CH:22]=[C:21]4[CH:28]=[CH:29][CH:30]=[CH:31][C:20]4=[CH:19][C:18]=3[C:17]2=[O:32])=[O:8])=[CH:5][CH:4]=1.C([SiH](CC)CC)C.FC(F)(F)C(O)=O, predict the reaction product. The product is: [CH3:1][O:2][C:3]1[CH:4]=[CH:5][C:6]([C:7]([NH:9][C:10]2[CH:15]=[CH:14][CH:13]=[CH:12][C:11]=2[N:16]2[C:17](=[O:32])[C:18]3[CH:19]=[C:20]4[CH:31]=[CH:30][CH:29]=[CH:28][C:21]4=[CH:22][C:23]=3[CH2:24]2)=[O:8])=[CH:33][CH:34]=1. (8) Given the reactants [CH:1]([Si:4]([CH:17]([CH3:19])[CH3:18])([CH:14]([CH3:16])[CH3:15])[O:5][C:6]([C:8]1[CH:13]=[CH:12][CH:11]=[CH:10][N:9]=1)=[CH2:7])([CH3:3])[CH3:2].C1C(=O)N([Cl:27])C(=O)C1.CCOCC, predict the reaction product. The product is: [CH:17]([Si:4]([CH:1]([CH3:2])[CH3:3])([CH:14]([CH3:16])[CH3:15])[O:5][C:6]([C:8]1[CH:13]=[CH:12][CH:11]=[CH:10][N:9]=1)=[CH:7][Cl:27])([CH3:19])[CH3:18]. (9) Given the reactants Cl[CH2:2][CH2:3][CH2:4][N:5]1[CH2:9][CH:8]2[CH2:10][CH2:11][CH2:12][CH:7]2[CH2:6]1.C([O-])([O-])=O.[K+].[K+].[Cl:19][C:20]1[CH:21]=[C:22]([NH:27][C:28]2[C:37]3[C:32](=[CH:33][C:34]([O:39][CH3:40])=[C:35]([OH:38])[CH:36]=3)[N:31]=[CH:30][N:29]=2)[CH:23]=[CH:24][C:25]=1[F:26].C(Cl)Cl, predict the reaction product. The product is: [Cl:19][C:20]1[CH:21]=[C:22]([NH:27][C:28]2[C:37]3[C:32](=[CH:33][C:34]([O:39][CH3:40])=[C:35]([O:38][CH2:2][CH2:3][CH2:4][N:5]4[CH2:9][CH:8]5[CH2:10][CH2:11][CH2:12][CH:7]5[CH2:6]4)[CH:36]=3)[N:31]=[CH:30][N:29]=2)[CH:23]=[CH:24][C:25]=1[F:26].